From a dataset of Forward reaction prediction with 1.9M reactions from USPTO patents (1976-2016). Predict the product of the given reaction. (1) Given the reactants Cl.[Cl:2][C:3]1[CH:12]=[C:11]2[C:6]([C:7]([NH:13][C:14]3[CH:15]=[CH:16][C:17]([N:22]4[CH2:27][CH2:26][O:25][CH2:24][CH2:23]4)=[C:18]([CH2:20]O)[CH:19]=3)=[CH:8][CH:9]=[N:10]2)=[CH:5][CH:4]=1.S(Cl)(Cl)=O.[C:32]([NH2:36])([CH3:35])([CH3:34])[CH3:33], predict the reaction product. The product is: [C:32]([NH:36][CH2:20][C:18]1[CH:19]=[C:14]([NH:13][C:7]2[C:6]3[C:11](=[CH:12][C:3]([Cl:2])=[CH:4][CH:5]=3)[N:10]=[CH:9][CH:8]=2)[CH:15]=[CH:16][C:17]=1[N:22]1[CH2:23][CH2:24][O:25][CH2:26][CH2:27]1)([CH3:35])([CH3:34])[CH3:33]. (2) The product is: [CH3:12][O:15][C:16]1[CH:17]=[CH:5][CH:4]=[CH:3][C:10]=1[CH2:21][N:19]1[CH2:18][CH2:5][C:4]2[C:7](=[CH:8][CH:9]=[C:10]([OH:11])[CH:3]=2)[CH2:20]1. Given the reactants CO[C:3]1[CH:10]=[CH:9][CH:8]=[CH:7][C:4]=1[CH2:5]Cl.[OH2:11].[C:12]([O:15][CH2:16][CH3:17])(=O)C.[CH3:18][N:19]([CH:21]=O)[CH3:20], predict the reaction product.